Dataset: M1 muscarinic receptor agonist screen with 61,833 compounds. Task: Binary Classification. Given a drug SMILES string, predict its activity (active/inactive) in a high-throughput screening assay against a specified biological target. (1) The molecule is S(c1nn2c(nnc2cc1)c1ccc(OCC)cc1)Cc1oc(cc1)C(OC)=O. The result is 0 (inactive). (2) The compound is s1c2n(c(c3ccc(cc3)C)c1)c(SCC(=O)Nc1sc(nn1)CC)nn2. The result is 0 (inactive). (3) The drug is S1C(Nc2c(OCC)cccc2)=NC(=O)C1. The result is 0 (inactive). (4) The compound is O1CCN(CC(O)Cn2c3c(c(c2C)C)cc(cc3)C)CC1. The result is 0 (inactive). (5) The drug is O(C(=O)CCc1c(c2c(n(nc2C)C(C)(C)C)nc1C)C)CC. The result is 0 (inactive). (6) The compound is Clc1cc(Cn2c(=O)c3n(c(OCC=C)nc3n(c2=O)C)C)ccc1Cl. The result is 0 (inactive). (7) The drug is o1c(C2N(Cc3ccccc3)C(=O)C(O)=C2C(=O)C)ccc1. The result is 0 (inactive). (8) The drug is S(CC(=O)N1CCCCC1)c1oc(nn1)CNC(=O)c1cc(OC)c(OC)cc1. The result is 0 (inactive).